From a dataset of Forward reaction prediction with 1.9M reactions from USPTO patents (1976-2016). Predict the product of the given reaction. (1) The product is: [CH3:1][C:2]1([CH3:9])[CH2:7][CH2:6][C:5](=[CH:10][OH:11])[C:4](=[O:8])[CH2:3]1. Given the reactants [CH3:1][C:2]1([CH3:9])[CH2:7][CH2:6][CH2:5][C:4](=[O:8])[CH2:3]1.[CH:10](OCC)=[O:11], predict the reaction product. (2) Given the reactants C([O:4][C:5]1[CH:10]=[CH:9][CH:8]=[C:7]([C:11]([N:13]2[CH2:18][CH2:17][CH:16]([N:19]3[C:23](=[O:24])[C:22]([CH3:26])([CH3:25])[C:21]([C:27]4[CH:32]=[CH:31][C:30]([O:33][CH3:34])=[C:29]([O:35][CH3:36])[CH:28]=4)=[N:20]3)[CH2:15][CH2:14]2)=[O:12])[CH:6]=1)(=O)C.[OH-].[Na+].Cl, predict the reaction product. The product is: [CH3:36][O:35][C:29]1[CH:28]=[C:27]([C:21]2[C:22]([CH3:26])([CH3:25])[C:23](=[O:24])[N:19]([CH:16]3[CH2:17][CH2:18][N:13]([C:11]([C:7]4[CH:8]=[CH:9][CH:10]=[C:5]([OH:4])[CH:6]=4)=[O:12])[CH2:14][CH2:15]3)[N:20]=2)[CH:32]=[CH:31][C:30]=1[O:33][CH3:34].